This data is from Reaction yield outcomes from USPTO patents with 853,638 reactions. The task is: Predict the reaction yield, written as a fraction of the theoretical maximum amount of product (1.0 means a 100% yield; for example, 0.34 means a 34% yield). (1) The reactants are F[C:2]1[N:9]=[CH:8][CH:7]=[CH:6][C:3]=1[C:4]#[N:5].[CH3:10][CH:11]1[O:16][CH:15]([CH3:17])[CH2:14][NH:13][CH2:12]1. The catalyst is O1CCCC1. The product is [CH3:17][CH:15]1[O:16][CH:11]([CH3:10])[CH2:12][N:13]([C:2]2[N:9]=[CH:8][CH:7]=[CH:6][C:3]=2[C:4]#[N:5])[CH2:14]1. The yield is 0.400. (2) The catalyst is CN(C)C=O. The yield is 0.680. The reactants are [F:1][C:2]1[CH:7]=[CH:6][CH:5]=[CH:4][C:3]=1[C:8]1[N:12]([S:13]([C:16]2[CH:17]=[N:18][CH:19]=[CH:20][CH:21]=2)(=[O:15])=[O:14])[CH:11]=[C:10]([CH:22]=[O:23])[CH:9]=1.[Cl:24]N1C(=O)CCC1=O.C(=O)([O-])O.[Na+]. The product is [Cl:24][C:11]1[N:12]([S:13]([C:16]2[CH:17]=[N:18][CH:19]=[CH:20][CH:21]=2)(=[O:15])=[O:14])[C:8]([C:3]2[CH:4]=[CH:5][CH:6]=[CH:7][C:2]=2[F:1])=[CH:9][C:10]=1[CH:22]=[O:23].